From a dataset of Peptide-MHC class II binding affinity with 134,281 pairs from IEDB. Regression. Given a peptide amino acid sequence and an MHC pseudo amino acid sequence, predict their binding affinity value. This is MHC class II binding data. (1) The peptide sequence is PDTIDFLIMRNLTNL. The MHC is DRB1_0404 with pseudo-sequence DRB1_0404. The binding affinity (normalized) is 0.795. (2) The peptide sequence is TLWQRPFVTIKIGGQLKEAL. The MHC is HLA-DQA10501-DQB10201 with pseudo-sequence HLA-DQA10501-DQB10201. The binding affinity (normalized) is 0.0519.